From a dataset of Peptide-MHC class I binding affinity with 185,985 pairs from IEDB/IMGT. Regression. Given a peptide amino acid sequence and an MHC pseudo amino acid sequence, predict their binding affinity value. This is MHC class I binding data. The peptide sequence is AVYLLDGLR. The MHC is HLA-B15:17 with pseudo-sequence HLA-B15:17. The binding affinity (normalized) is 0.0847.